Predict which catalyst facilitates the given reaction. From a dataset of Catalyst prediction with 721,799 reactions and 888 catalyst types from USPTO. (1) Reactant: [CH2:1]([N:8]1[CH2:13][CH:12]([CH:14]([CH3:16])[CH3:15])[NH:11][C:10](=O)[C:9]1([CH3:19])[CH3:18])[C:2]1[CH:7]=[CH:6][CH:5]=[CH:4][CH:3]=1.[H-].[Al+3].[Li+].[H-].[H-].[H-].Cl[Si](C)(C)C.O. Product: [CH2:1]([N:8]1[CH2:13][CH:12]([CH:14]([CH3:15])[CH3:16])[NH:11][CH2:10][C:9]1([CH3:18])[CH3:19])[C:2]1[CH:3]=[CH:4][CH:5]=[CH:6][CH:7]=1. The catalyst class is: 1. (2) Reactant: C1(S([N:10]2[C:14]3=[N:15][CH:16]=[C:17]([O:19][CH3:20])[CH:18]=[C:13]3[CH:12]=[C:11]2[C:21]([C:28]2[CH:33]=[CH:32][C:31]([C:34]([OH:37])([CH3:36])[CH3:35])=[CH:30][CH:29]=2)=[CH:22][CH:23]2[CH2:27][CH2:26][CH2:25][CH2:24]2)(=O)=O)C=CC=CC=1.[OH-].[Na+].Cl. Product: [CH:23]1([CH:22]=[C:21]([C:28]2[CH:33]=[CH:32][C:31]([C:34]([OH:37])([CH3:35])[CH3:36])=[CH:30][CH:29]=2)[C:11]2[NH:10][C:14]3=[N:15][CH:16]=[C:17]([O:19][CH3:20])[CH:18]=[C:13]3[CH:12]=2)[CH2:24][CH2:25][CH2:26][CH2:27]1. The catalyst class is: 162.